This data is from Reaction yield outcomes from USPTO patents with 853,638 reactions. The task is: Predict the reaction yield, written as a fraction of the theoretical maximum amount of product (1.0 means a 100% yield; for example, 0.34 means a 34% yield). (1) The reactants are C(OC([NH:8][C:9]1[CH:14]=[CH:13][C:12]([N:15]2[C:24](=[O:25])[C:23]3[C:18](=[CH:19][CH:20]=[CH:21][CH:22]=3)[NH:17][C:16]2=[O:26])=[CH:11][CH:10]=1)=O)(C)(C)C.[C:27]([OH:33])([C:29]([F:32])([F:31])[F:30])=[O:28]. The catalyst is C(Cl)Cl. The product is [F:30][C:29]([F:32])([F:31])[C:27]([OH:33])=[O:28].[NH2:8][C:9]1[CH:14]=[CH:13][C:12]([N:15]2[C:24](=[O:25])[C:23]3[C:18](=[CH:19][CH:20]=[CH:21][CH:22]=3)[NH:17][C:16]2=[O:26])=[CH:11][CH:10]=1. The yield is 0.990. (2) The reactants are [CH3:1][O:2][C@H:3]([C@@H:6]([C@H:9]([C@H:12]([CH3:14])[OH:13])[O:10][CH3:11])[O:7][CH3:8])[CH:4]=[O:5].N1C=CN=C1.Cl[Si:21]([C:24]([CH3:27])([CH3:26])[CH3:25])([CH3:23])[CH3:22]. The catalyst is C(Cl)Cl. The product is [C:24]([Si:21]([CH3:23])([CH3:22])[O:5][C@H:4]1[C@H:3]([O:2][CH3:1])[C@H:6]([O:7][CH3:8])[C@@H:9]([O:10][CH3:11])[C@H:12]([CH3:14])[O:13]1)([CH3:27])([CH3:26])[CH3:25]. The yield is 0.820. (3) The reactants are [Cl:1][C:2]1[CH:7]=[CH:6][C:5]([OH:8])=[C:4]([O:9][CH2:10][CH:11]2[CH2:13][O:12]2)[CH:3]=1.[OH-].[Na+]. The catalyst is C(O)C.CCOCC. The product is [Cl:1][C:2]1[CH:7]=[CH:6][C:5]2[O:8][CH:11]([CH2:13][OH:12])[CH2:10][O:9][C:4]=2[CH:3]=1. The yield is 0.700. (4) The catalyst is C(#N)C. The product is [C:18]([O:17][C:16]([NH:15][C@@H:8]([C:9]1[CH:14]=[CH:13][CH:12]=[CH:11][CH:10]=1)[C:4]1[CH:3]=[C:2]([CH:7]=[CH:6][CH:5]=1)[O:1][CH2:24][C:25]1[CH:34]=[CH:33][C:28]([C:29]([O:31][CH3:32])=[O:30])=[CH:27][CH:26]=1)=[O:22])([CH3:19])([CH3:21])[CH3:20]. The reactants are [OH:1][C:2]1[CH:3]=[C:4]([C@@H:8]([NH:15][C:16](=[O:22])[O:17][C:18]([CH3:21])([CH3:20])[CH3:19])[C:9]2[CH:14]=[CH:13][CH:12]=[CH:11][CH:10]=2)[CH:5]=[CH:6][CH:7]=1.Br[CH2:24][C:25]1[CH:34]=[CH:33][C:28]([C:29]([O:31][CH3:32])=[O:30])=[CH:27][CH:26]=1.C(=O)([O-])[O-].[K+].[K+]. The yield is 0.680. (5) The reactants are [C:1]([O:4][CH2:5][C:6]([CH3:35])([CH3:34])[CH2:7][N:8]1[C:14]2[CH:15]=[CH:16][C:17]([Cl:19])=[CH:18][C:13]=2[C@@H:12]([C:20]2[CH:25]=[CH:24][CH:23]=[C:22]([O:26][CH3:27])[C:21]=2[O:28][CH3:29])[O:11][C@H:10]([CH2:30][CH:31]=[O:32])[C:9]1=[O:33])(=[O:3])[CH3:2].[Si:36](C#N)([C:39]([CH3:42])([CH3:41])[CH3:40])([CH3:38])[CH3:37].[C-:45]#[N:46].[K+].C1OCCOCCOCCOCCOCCOC1. The catalyst is ClCCl. The product is [C:1]([O:4][CH2:5][C:6]([CH3:35])([CH3:34])[CH2:7][N:8]1[C:14]2[CH:15]=[CH:16][C:17]([Cl:19])=[CH:18][C:13]=2[C@@H:12]([C:20]2[CH:25]=[CH:24][CH:23]=[C:22]([O:26][CH3:27])[C:21]=2[O:28][CH3:29])[O:11][C@H:10]([CH2:30][CH:31]([O:32][Si:36]([C:39]([CH3:42])([CH3:41])[CH3:40])([CH3:38])[CH3:37])[C:45]#[N:46])[C:9]1=[O:33])(=[O:3])[CH3:2]. The yield is 0.770. (6) The reactants are [F:1][C:2]1[CH:3]=[C:4]([NH2:21])[CH:5]=[CH:6][C:7]=1[O:8][C:9]1[C:10]2[N:17]([CH:18]([CH3:20])[CH3:19])[CH:16]=[CH:15][C:11]=2[N:12]=[CH:13][N:14]=1.[C:22]1([CH2:28][C:29]([N:31]=[C:32]=[S:33])=[O:30])[CH:27]=[CH:26][CH:25]=[CH:24][CH:23]=1. The catalyst is C1COCC1. The product is [F:1][C:2]1[CH:3]=[C:4]([NH:21][C:32]([NH:31][C:29](=[O:30])[CH2:28][C:22]2[CH:23]=[CH:24][CH:25]=[CH:26][CH:27]=2)=[S:33])[CH:5]=[CH:6][C:7]=1[O:8][C:9]1[C:10]2[N:17]([CH:18]([CH3:19])[CH3:20])[CH:16]=[CH:15][C:11]=2[N:12]=[CH:13][N:14]=1. The yield is 0.260. (7) The reactants are [OH:1][CH:2]([C:17]1[N:18]=[CH:19][N:20]([C:22]([C:35]2[CH:40]=[CH:39][CH:38]=[CH:37][CH:36]=2)([C:29]2[CH:34]=[CH:33][CH:32]=[CH:31][CH:30]=2)[C:23]2[CH:28]=[CH:27][CH:26]=[CH:25][CH:24]=2)[CH:21]=1)[C:3]1[CH:4]=[C:5]2[C:10](=[CH:11][CH:12]=1)[CH:9]=[C:8]([C:13]([NH:15][CH3:16])=[O:14])[CH:7]=[CH:6]2.CN(C)C(=O)C. The catalyst is [O-2].[O-2].[Mn+4].C(OCC)(=O)C. The product is [CH3:16][NH:15][C:13]([C:8]1[CH:7]=[CH:6][C:5]2[C:10](=[CH:11][CH:12]=[C:3]([C:2]([C:17]3[N:18]=[CH:19][N:20]([C:22]([C:23]4[CH:28]=[CH:27][CH:26]=[CH:25][CH:24]=4)([C:29]4[CH:30]=[CH:31][CH:32]=[CH:33][CH:34]=4)[C:35]4[CH:40]=[CH:39][CH:38]=[CH:37][CH:36]=4)[CH:21]=3)=[O:1])[CH:4]=2)[CH:9]=1)=[O:14]. The yield is 0.890.